This data is from TCR-epitope binding with 47,182 pairs between 192 epitopes and 23,139 TCRs. The task is: Binary Classification. Given a T-cell receptor sequence (or CDR3 region) and an epitope sequence, predict whether binding occurs between them. (1) The epitope is VLAWLYAAV. The TCR CDR3 sequence is CASSLALSSYNEQFF. Result: 1 (the TCR binds to the epitope). (2) The epitope is FRYMNSQGL. The TCR CDR3 sequence is CASSLVEIRNEQFF. Result: 0 (the TCR does not bind to the epitope). (3) The epitope is KLWAQCVQL. The TCR CDR3 sequence is CASSGGQLSYNEQFF. Result: 1 (the TCR binds to the epitope). (4) The epitope is ELAGIGILTV. The TCR CDR3 sequence is CASSEGQTGNTIYF. Result: 1 (the TCR binds to the epitope).